From a dataset of Full USPTO retrosynthesis dataset with 1.9M reactions from patents (1976-2016). Predict the reactants needed to synthesize the given product. Given the product [CH:62]1([C:65]([NH:21][C@H:14]([C:15]2[CH:16]=[CH:17][CH:18]=[CH:19][CH:20]=2)[C:13]([N:6]2[CH2:7][C@@H:8]([CH2:10][O:11][CH3:12])[CH2:9][C@H:5]2[C:23]2[NH:24][C:25]([C:28]3[CH:29]=[CH:30][C:31]([C:34]4[CH:35]=[CH:36][C:37]([C:40]5[NH:44][C:43]([C@@H:45]6[CH2:49][CH2:48][CH2:47][N:46]6[C:50](=[O:60])[C@@H:51]([NH:55][C:56](=[O:59])[O:57][CH3:58])[CH:52]([CH3:54])[CH3:53])=[N:42][CH:41]=5)=[CH:38][CH:39]=4)=[CH:32][CH:33]=3)=[CH:26][N:27]=2)=[O:22])=[O:67])[CH2:64][CH2:63]1, predict the reactants needed to synthesize it. The reactants are: C([C@:5]1([C:23]2[NH:24][C:25]([C:28]3[CH:33]=[CH:32][C:31]([C:34]4[CH:39]=[CH:38][C:37]([C:40]5[NH:44][C:43]([C@@H:45]6[CH2:49][CH2:48][CH2:47][N:46]6[C:50](=[O:60])[C@@H:51]([NH:55][C:56](=[O:59])[O:57][CH3:58])[CH:52]([CH3:54])[CH3:53])=[N:42][CH:41]=5)=[CH:36][CH:35]=4)=[CH:30][CH:29]=3)=[CH:26][N:27]=2)[CH2:9][C@H:8]([CH2:10][O:11][CH3:12])[CH2:7][N:6]1[C:13](=[O:22])[C@H:14]([NH2:21])[C:15]1[CH:20]=[CH:19][CH:18]=[CH:17][CH:16]=1)(C)(C)C.Cl.[CH:62]1([C:65]([OH:67])=O)[CH2:64][CH2:63]1.CCOC(C(C#N)=NOC(N1CCOCC1)=[N+](C)C)=O.F[P-](F)(F)(F)(F)F.CCN(C(C)C)C(C)C.